This data is from Full USPTO retrosynthesis dataset with 1.9M reactions from patents (1976-2016). The task is: Predict the reactants needed to synthesize the given product. (1) Given the product [ClH:7].[O:8]1[CH2:14][CH:13]([NH:15][NH2:16])[CH2:12][O:11][CH2:10][CH2:9]1, predict the reactants needed to synthesize it. The reactants are: O1CCOCC1.[ClH:7].[O:8]1[CH2:14][CH:13]([N:15](C(OC(C)(C)C)=O)[NH2:16])[CH2:12][O:11][CH2:10][CH2:9]1. (2) Given the product [CH2:1]([C:5]1[N:6]=[C:7]([CH3:27])[N:8]([C:35]2[CH:34]=[CH:33][C:32]3[O:28][CH2:29][CH2:30][C:31]=3[CH:36]=2)[C:9](=[O:26])[C:10]=1[CH2:11][C:12]1[CH:17]=[CH:16][C:15]([C:18]2[C:19]([C:24]#[N:25])=[CH:20][CH:21]=[CH:22][CH:23]=2)=[CH:14][CH:13]=1)[CH2:2][CH2:3][CH3:4], predict the reactants needed to synthesize it. The reactants are: [CH2:1]([C:5]1[N:6]=[C:7]([CH3:27])[NH:8][C:9](=[O:26])[C:10]=1[CH2:11][C:12]1[CH:17]=[CH:16][C:15]([C:18]2[C:19]([C:24]#[N:25])=[CH:20][CH:21]=[CH:22][CH:23]=2)=[CH:14][CH:13]=1)[CH2:2][CH2:3][CH3:4].[O:28]1[C:32]2[CH:33]=[CH:34][C:35](B(O)O)=[CH:36][C:31]=2[CH2:30][CH2:29]1.C(N(CC)CC)C.N1C=CC=CC=1. (3) Given the product [F:2][C:3]1[CH:28]=[CH:27][CH:26]=[C:25]([N+:29]([O-:31])=[O:30])[C:4]=1/[CH:5]=[CH:56]\[C@H:58]1[CH2:62][O:61][C:60]([CH3:63])([CH3:64])[N:59]1[C:65]([O:67][C:68]([CH3:69])([CH3:71])[CH3:70])=[O:66], predict the reactants needed to synthesize it. The reactants are: [Br-].[F:2][C:3]1[CH:28]=[CH:27][CH:26]=[C:25]([N+:29]([O-:31])=[O:30])[C:4]=1[CH2:5][P+](C1C=CC=CC=1)(C1C=CC=CC=1)C1C=CC=CC=1.C([O-])([O-])=O.[K+].[K+].C1OCCOCCOCCOCCOCCOC1.[CH:56]([C@H:58]1[CH2:62][O:61][C:60]([CH3:64])([CH3:63])[N:59]1[C:65]([O:67][C:68]([CH3:71])([CH3:70])[CH3:69])=[O:66])=O. (4) Given the product [N:31]1[CH:36]=[CH:35][CH:34]=[C:33](/[CH:37]=[CH:11]/[C:4]2[C:5]3[C:10](=[CH:9][CH:8]=[CH:7][CH:6]=3)[NH:2][N:3]=2)[CH:32]=1, predict the reactants needed to synthesize it. The reactants are: [I-].[NH:2]1[C:10]2[C:5](=[CH:6][CH:7]=[CH:8][CH:9]=2)[C:4]([CH2:11][P+](C2C=CC=CC=2)(C2C=CC=CC=2)C2C=CC=CC=2)=[N:3]1.[N:31]1[CH:36]=[CH:35][CH:34]=[C:33]([CH:37]=O)[CH:32]=1.C(=O)([O-])[O-].[K+].[K+].O. (5) Given the product [CH3:1][O:2][C:3]1[N:4]=[CH:5][C:6]2[CH:11]=[CH:10][NH:9][C:7]=2[N:8]=1, predict the reactants needed to synthesize it. The reactants are: [CH3:1][O:2][C:3]1[N:4]=[CH:5][C:6]2[CH2:11][CH2:10][NH:9][C:7]=2[N:8]=1.